From a dataset of Forward reaction prediction with 1.9M reactions from USPTO patents (1976-2016). Predict the product of the given reaction. (1) Given the reactants [F:1][C:2]1[CH:3]=[C:4]([NH:9][C:10](=[O:31])[CH2:11][N:12]2[C:16]3([CH2:21][CH2:20][CH2:19][CH2:18][CH2:17]3)[N:15]=[C:14]([C:22]3[CH:27]=[CH:26][C:25]([CH:28]=O)=[CH:24][CH:23]=3)[C:13]2=[O:30])[CH:5]=[C:6]([F:8])[CH:7]=1.[CH3:32][NH:33][CH3:34].C(O[BH-](OC(=O)C)OC(=O)C)(=O)C.[Na+], predict the reaction product. The product is: [F:8][C:6]1[CH:5]=[C:4]([NH:9][C:10](=[O:31])[CH2:11][N:12]2[C:16]3([CH2:21][CH2:20][CH2:19][CH2:18][CH2:17]3)[N:15]=[C:14]([C:22]3[CH:27]=[CH:26][C:25]([CH2:28][N:33]([CH3:34])[CH3:32])=[CH:24][CH:23]=3)[C:13]2=[O:30])[CH:3]=[C:2]([F:1])[CH:7]=1. (2) Given the reactants [Cl:1][C:2]1[N:7]=[C:6]([OH:8])[CH:5]=[CH:4][CH:3]=1.[C:9]([O-])([O-])=O.[K+].[K+].IC, predict the reaction product. The product is: [Cl:1][C:2]1[N:7]([CH3:9])[C:6](=[O:8])[CH:5]=[CH:4][CH:3]=1. (3) Given the reactants Br[C:2]1[C:7]2[CH:8]=[C:9]([C:12]([F:18])([F:17])[C:13]([F:16])([F:15])[F:14])[CH:10]=[CH:11][C:6]=2[O:5][C:4]([CH2:21][F:22])([CH2:19][F:20])[CH:3]=1.[C:23]([CH2:25][CH2:26][NH2:27])#[N:24].[I-].[K+].Cl.CN(C)[CH:33]=[O:34], predict the reaction product. The product is: [C:23]([CH2:25][CH2:26][NH:27][C:33]([C:2]1[C:7]2[CH:8]=[C:9]([C:12]([F:18])([F:17])[C:13]([F:16])([F:15])[F:14])[CH:10]=[CH:11][C:6]=2[O:5][C:4]([CH2:21][F:22])([CH2:19][F:20])[CH:3]=1)=[O:34])#[N:24]. (4) The product is: [NH2:26][C:25]1[N:27]=[C:11]([C:9]2[CH:8]=[CH:7][C:6]3[O:1][CH2:2][CH2:3][O:4][C:5]=3[CH:10]=2)[C:12]([C:13]#[N:14])=[C:28]([S:29][CH3:31])[N:24]=1. Given the reactants [O:1]1[C:6]2[CH:7]=[CH:8][C:9]([C:11](=O)[CH2:12][C:13]#[N:14])=[CH:10][C:5]=2[O:4][CH2:3][CH2:2]1.[H-].[Na+].CI.[N+]([O-])(O)=O.[NH2:24][C:25]([NH2:27])=[NH:26].[CH3:28][S:29]([CH3:31])=O, predict the reaction product. (5) Given the reactants [C:1]([NH2:4])(=O)[CH3:2].O=P(Cl)(Cl)Cl.[BH4-].[Na+].[C:12]1([CH3:18])[CH:17]=[CH:16][CH:15]=[CH:14][CH:13]=1, predict the reaction product. The product is: [CH2:18]1[C:12]2[C:13](=[CH:14][CH:15]=[CH:16][CH:17]=2)[CH2:2][CH2:1][NH:4]1. (6) Given the reactants [Cl:1][C:2]1[N:3]=[CH:4][C:5]2[C:10](I)=[CH:9][N:8]([CH:12]([CH3:14])[CH3:13])[C:6]=2[N:7]=1.[Br:15][C:16]1[CH:17]=[N:18][CH:19]=[C:20]([CH:27]=1)[C:21](N(OC)C)=[O:22], predict the reaction product. The product is: [Br:15][C:16]1[CH:27]=[C:20]([C:21]([C:10]2[C:5]3[CH:4]=[N:3][C:2]([Cl:1])=[N:7][C:6]=3[N:8]([CH:12]([CH3:14])[CH3:13])[CH:9]=2)=[O:22])[CH:19]=[N:18][CH:17]=1.